Dataset: Peptide-MHC class II binding affinity with 134,281 pairs from IEDB. Task: Regression. Given a peptide amino acid sequence and an MHC pseudo amino acid sequence, predict their binding affinity value. This is MHC class II binding data. (1) The peptide sequence is LQYGWKTWGKNLVFS. The MHC is DRB1_1301 with pseudo-sequence DRB1_1301. The binding affinity (normalized) is 0.834. (2) The peptide sequence is GAMRVTKDTNDNNLY. The MHC is HLA-DQA10501-DQB10402 with pseudo-sequence HLA-DQA10501-DQB10402. The binding affinity (normalized) is 0.313. (3) The peptide sequence is TNTNPDQKCITALAS. The MHC is DRB1_1501 with pseudo-sequence DRB1_1501. The binding affinity (normalized) is 0.116.